Predict the reactants needed to synthesize the given product. From a dataset of Full USPTO retrosynthesis dataset with 1.9M reactions from patents (1976-2016). (1) Given the product [Br:7][C:8]1[CH:9]=[C:10]([CH:14]([F:20])[CH2:15][OH:16])[CH:11]=[CH:12][CH:13]=1, predict the reactants needed to synthesize it. The reactants are: [H-].[Al+3].[Li+].[H-].[H-].[H-].[Br:7][C:8]1[CH:9]=[C:10]([CH:14]([F:20])[C:15](OCC)=[O:16])[CH:11]=[CH:12][CH:13]=1. (2) Given the product [CH2:26]([O:28][C:29](=[O:41])[CH2:30][C:31]1[C:35]2[CH:36]=[CH:37][C:38]([O:21][CH2:20][C:19]3[N:15]([CH3:14])[N:16]=[C:17]([C:22]([F:23])([F:24])[F:25])[CH:18]=3)=[CH:39][C:34]=2[S:33][CH:32]=1)[CH3:27], predict the reactants needed to synthesize it. The reactants are: C(P(CCCC)CCCC)CCC.[CH3:14][N:15]1[C:19]([CH2:20][OH:21])=[CH:18][C:17]([C:22]([F:25])([F:24])[F:23])=[N:16]1.[CH2:26]([O:28][C:29](=[O:41])[CH2:30][C:31]1[C:35]2[CH:36]=[CH:37][C:38](O)=[CH:39][C:34]=2[S:33][CH:32]=1)[CH3:27].C1CCN(C(N=NC(N2CCCCC2)=O)=O)CC1. (3) Given the product [C:42]([C:39]1[CH:40]=[CH:41][C:36]([C:35]([NH:34][CH:31]2[CH2:30][CH2:29][N:28]([C:26](=[O:27])[C@@H:25]([NH:24][C:12](=[O:14])[C@H:11]([CH2:15][CH:16]3[CH2:17][CH2:18][CH2:19][CH2:20]3)[CH2:10][N:9]([CH:21]=[O:22])[OH:8])[C:45]([CH3:47])([CH3:48])[CH3:46])[CH2:33][CH2:32]2)=[O:44])=[CH:37][CH:38]=1)#[N:43], predict the reactants needed to synthesize it. The reactants are: C([O:8][N:9]([CH:21]=[O:22])[CH2:10][C@@H:11]([CH2:15][CH:16]1[CH2:20][CH2:19][CH2:18][CH2:17]1)[C:12]([OH:14])=O)C1C=CC=CC=1.Cl.[NH2:24][C@@H:25]([C:45]([CH3:48])([CH3:47])[CH3:46])[C:26]([N:28]1[CH2:33][CH2:32][CH:31]([NH:34][C:35](=[O:44])[C:36]2[CH:41]=[CH:40][C:39]([C:42]#[N:43])=[CH:38][CH:37]=2)[CH2:30][CH2:29]1)=[O:27]. (4) Given the product [C:43]1([C:64]2[CH:69]=[CH:68][CH:67]=[CH:66][CH:65]=2)[CH:44]=[CH:45][C:46]([CH2:49][CH:50]2[C:59]3[C:54](=[CH:55][C:56]([O:62][CH3:63])=[C:57]([O:60][CH3:61])[CH:58]=3)[CH2:53][CH2:52][N:51]2[C:77](=[O:78])[CH2:76][C:70]2[CH:75]=[CH:74][CH:73]=[CH:72][CH:71]=2)=[CH:47][CH:48]=1, predict the reactants needed to synthesize it. The reactants are: C1(OC(N2CCC3C(=CC(OC)=C(OC)C=3)C2CC2C=CC(C3C=CC=CC=3)=CC=2)=O)C=CC=CC=1.C(O)(=O)C(O)=O.[C:43]1([C:64]2[CH:69]=[CH:68][CH:67]=[CH:66][CH:65]=2)[CH:48]=[CH:47][C:46]([CH2:49][CH:50]2[C:59]3[C:54](=[CH:55][C:56]([O:62][CH3:63])=[C:57]([O:60][CH3:61])[CH:58]=3)[CH2:53][CH2:52][NH:51]2)=[CH:45][CH:44]=1.[C:70]1([CH2:76][C:77](Cl)=[O:78])[CH:75]=[CH:74][CH:73]=[CH:72][CH:71]=1.[OH-].[Na+].